Dataset: Catalyst prediction with 721,799 reactions and 888 catalyst types from USPTO. Task: Predict which catalyst facilitates the given reaction. (1) Reactant: [F:1][C:2]([F:22])([F:21])[C:3]1[CH:4]=[CH:5][C:6]([O:9][CH2:10][CH2:11][CH2:12][O:13][N:14]2C(=O)CCC2=O)=[N:7][CH:8]=1.O.NN. Product: [NH2:14][O:13][CH2:12][CH2:11][CH2:10][O:9][C:6]1[CH:5]=[CH:4][C:3]([C:2]([F:1])([F:21])[F:22])=[CH:8][N:7]=1. The catalyst class is: 98. (2) Reactant: O[C:2]([C:5]1[S:9][C:8](=[O:10])[S:7][C:6]=1[C:11]1[C:12](=[O:21])[NH:13][C:14]2[C:19]([N:20]=1)=[CH:18][CH:17]=[CH:16][CH:15]=2)([CH3:4])[CH3:3].C(OC(Cl)=O)C1C=CC=CC=1.C(N(CC)CC)C. Product: [CH3:4][C:2]1([CH3:3])[O:21][C:12]2[C:11](=[N:20][C:19]3[C:14]([N:13]=2)=[CH:15][CH:16]=[CH:17][CH:18]=3)[C:6]2[S:7][C:8](=[O:10])[S:9][C:5]1=2. The catalyst class is: 2. (3) Reactant: [C@@H:1]1([NH:10][C:11]2[N:16]=[CH:15][N:14]=[C:13]([NH:17][C@H:18]3[CH2:22][C@H:21]([OH:23])[C@@H:20]([CH2:24][OH:25])[CH2:19]3)[CH:12]=2)[C:9]2[C:4](=[CH:5][CH:6]=[CH:7][CH:8]=2)[CH2:3][CH2:2]1.C(C1C=C(C)C=C(C(C)(C)C)N=1)(C)(C)C.Cl[S:42]([NH:45][C:46](=[O:52])[O:47][C:48]([CH3:51])([CH3:50])[CH3:49])(=[O:44])=[O:43]. Product: [C@@H:1]1([NH:10][C:11]2[N:16]=[CH:15][N:14]=[C:13]([NH:17][C@@H:18]3[CH2:19][C@H:20]([CH2:24][O:25][S:42]([NH:45][C:46](=[O:52])[O:47][C:48]([CH3:50])([CH3:49])[CH3:51])(=[O:43])=[O:44])[C@@H:21]([OH:23])[CH2:22]3)[CH:12]=2)[C:9]2[C:4](=[CH:5][CH:6]=[CH:7][CH:8]=2)[CH2:3][CH2:2]1. The catalyst class is: 10. (4) Product: [CH:24]1([NH:23][C:16]2[C:15]([CH2:13][OH:14])=[CH:20][N:19]=[C:18]([S:21][CH3:22])[CH:7]=2)[CH2:25][CH2:26][CH2:27][CH2:28]1. The catalyst class is: 1. Reactant: [H-].[Al+3].[Li+].[H-].[H-].[H-].[C:7](=O)=O.C(O[C:13]([C:15]1[C:16]([NH:23][CH:24]2[CH2:28][CH2:27][CH2:26][CH2:25]2)=N[C:18]([S:21][CH3:22])=[N:19][CH:20]=1)=[O:14])C. (5) Reactant: [CH2:1]([C:3]([C:28]1[CH:33]=[CH:32][C:31](OS(C(F)(F)F)(=O)=O)=[C:30]([CH3:42])[CH:29]=1)([C:6]1[CH:11]=[CH:10][C:9]([C:12]#[C:13][C:14]([O:23][CH2:24][O:25][CH3:26])([C:19]([F:22])([F:21])[F:20])[C:15]([F:18])([F:17])[F:16])=[C:8]([CH3:27])[CH:7]=1)[CH2:4][CH3:5])[CH3:2].CCN(CC)CC.[CH3:50][O:51][C:52](=[O:59])[CH2:53][CH2:54][CH2:55][CH2:56][C:57]#[CH:58].C(OCC)(=O)C. Product: [CH3:50][O:51][C:52](=[O:59])[CH2:53][CH2:54][CH2:55][CH2:56][C:57]#[C:58][C:31]1[CH:32]=[CH:33][C:28]([C:3]([CH2:4][CH3:5])([C:6]2[CH:11]=[CH:10][C:9]([C:12]#[C:13][C:14]([O:23][CH2:24][O:25][CH3:26])([C:19]([F:22])([F:21])[F:20])[C:15]([F:18])([F:17])[F:16])=[C:8]([CH3:27])[CH:7]=2)[CH2:1][CH3:2])=[CH:29][C:30]=1[CH3:42]. The catalyst class is: 233. (6) Reactant: F[C:2]1[CH:7]=[CH:6][C:5]([Br:8])=[CH:4][C:3]=1[N+:9]([O-:11])=[O:10].[Na].[CH2:13]([O:15][P:16]([CH2:21][OH:22])(=[O:20])[O:17][CH2:18][CH3:19])[CH3:14]. Product: [CH2:13]([O:15][P:16]([CH2:21][O:22][C:2]1[CH:7]=[CH:6][C:5]([Br:8])=[CH:4][C:3]=1[N+:9]([O-:11])=[O:10])([O:17][CH2:18][CH3:19])=[O:20])[CH3:14]. The catalyst class is: 3. (7) Reactant: C(=O)([O-])[O-].[Cs+].[Cs+].[OH:7][C:8]1[CH:9]=[C:10]([CH:20]=[C:21]([O:23][C@H:24]2[CH2:28][CH2:27][O:26][CH2:25]2)[CH:22]=1)[C:11]([NH:13][C:14]1[CH:18]=[CH:17][N:16]([CH3:19])[N:15]=1)=[O:12].[N:29]1([C:33]([C:35]2[S:39][C:38](Br)=[N:37][C:36]=2[CH3:41])=[O:34])[CH2:32][CH2:31][CH2:30]1. Product: [N:29]1([C:33]([C:35]2[S:39][C:38]([O:7][C:8]3[CH:9]=[C:10]([CH:20]=[C:21]([O:23][C@H:24]4[CH2:28][CH2:27][O:26][CH2:25]4)[CH:22]=3)[C:11]([NH:13][C:14]3[CH:18]=[CH:17][N:16]([CH3:19])[N:15]=3)=[O:12])=[N:37][C:36]=2[CH3:41])=[O:34])[CH2:30][CH2:31][CH2:32]1. The catalyst class is: 10.